The task is: Predict the reactants needed to synthesize the given product.. This data is from Full USPTO retrosynthesis dataset with 1.9M reactions from patents (1976-2016). (1) Given the product [OH:3][P:2]([O-:5])([O-:4])=[O:1].[K+:6].[K+:6].[O-:10][P:9]([O-:12])([O-:11])=[O:8].[K+:6].[K+:6].[K+:6], predict the reactants needed to synthesize it. The reactants are: [OH:1][P:2]([O-:5])([O-:4])=[O:3].[K+:6].[K+].[O-:8][P:9]([O-:12])([O-:11])=[O:10].[K+].[K+].[K+]. (2) The reactants are: [NH2:1][C:2]1[N:3]=[C:4]([NH:19][C:20]2[CH:25]=[CH:24][C:23]([N:26]3[CH2:31][CH2:30][N:29]([CH3:32])[CH2:28][CH2:27]3)=[CH:22][CH:21]=2)[S:5][C:6]=1[C:7]([C:9]1[CH:14]=[CH:13][C:12](Cl)=[C:11]([N+:16]([O-:18])=[O:17])[CH:10]=1)=[O:8].[NH2:33][C@H:34]([CH2:37][CH:38]([CH3:40])[CH3:39])[CH2:35][OH:36]. Given the product [NH2:1][C:2]1[N:3]=[C:4]([NH:19][C:20]2[CH:25]=[CH:24][C:23]([N:26]3[CH2:31][CH2:30][N:29]([CH3:32])[CH2:28][CH2:27]3)=[CH:22][CH:21]=2)[S:5][C:6]=1[C:7]([C:9]1[CH:14]=[CH:13][C:12]([NH:33][C@@H:34]([CH2:35][OH:36])[CH2:37][CH:38]([CH3:40])[CH3:39])=[C:11]([N+:16]([O-:18])=[O:17])[CH:10]=1)=[O:8], predict the reactants needed to synthesize it. (3) Given the product [CH2:1]([N:3]([CH2:29][C:30]1[CH:35]=[CH:34][C:33]([O:36][CH2:40][CH2:41][N:43]2[CH2:47][CH2:46][CH2:45][CH2:44]2)=[C:32]([F:37])[CH:31]=1)[C:4]1[CH:9]=[C:8]([O:10][CH3:11])[CH:7]=[CH:6][C:5]=1[C@@H:12]1[CH2:21][CH2:20][C:19]2[CH:18]=[C:17]([OH:22])[CH:16]=[CH:15][C:14]=2[CH2:13]1)[CH3:2], predict the reactants needed to synthesize it. The reactants are: [CH2:1]([N:3]([C:29](=O)[C:30]1[CH:35]=[CH:34][C:33]([OH:36])=[C:32]([F:37])[CH:31]=1)[C:4]1[CH:9]=[C:8]([O:10][CH3:11])[CH:7]=[CH:6][C:5]=1[C@@H:12]1[CH2:21][CH2:20][C:19]2[CH:18]=[C:17]([O:22]C(=O)C(C)(C)C)[CH:16]=[CH:15][C:14]=2[CH2:13]1)[CH3:2].Cl[CH2:40][C:41]([N:43]1[CH2:47][CH2:46][CH2:45][CH2:44]1)=O. (4) Given the product [NH2:8][C:6]1[C:5]([F:11])=[CH:4][N:3]=[C:2]([Cl:1])[CH:7]=1, predict the reactants needed to synthesize it. The reactants are: [Cl:1][C:2]1[CH:7]=[C:6]([N+:8]([O-])=O)[C:5]([F:11])=[CH:4][N+:3]=1[O-].C(Cl)Cl.CCOC(C)=O.